From a dataset of Full USPTO retrosynthesis dataset with 1.9M reactions from patents (1976-2016). Predict the reactants needed to synthesize the given product. (1) Given the product [CH:14]1([C:12]([C:6]2[CH:7]=[N:8][C:9]3[C:4]([C:5]=2[NH:17][C@H:18]2[CH2:19][CH2:20][C@H:21]([NH:24][C:25](=[O:31])[O:26][C:27]([CH3:28])([CH3:29])[CH3:30])[CH2:22][CH2:23]2)=[CH:3][C:2]([C:37]2[CH:38]=[C:33]([Cl:32])[C:34]([OH:49])=[C:35]([Cl:48])[CH:36]=2)=[CH:11][CH:10]=3)=[O:13])[CH2:15][CH2:16]1, predict the reactants needed to synthesize it. The reactants are: Br[C:2]1[CH:3]=[C:4]2[C:9](=[CH:10][CH:11]=1)[N:8]=[CH:7][C:6]([C:12]([CH:14]1[CH2:16][CH2:15]1)=[O:13])=[C:5]2[NH:17][C@H:18]1[CH2:23][CH2:22][C@H:21]([NH:24][C:25](=[O:31])[O:26][C:27]([CH3:30])([CH3:29])[CH3:28])[CH2:20][CH2:19]1.[Cl:32][C:33]1[CH:38]=[C:37](B2OC(C)(C)C(C)(C)O2)[CH:36]=[C:35]([Cl:48])[C:34]=1[OH:49]. (2) Given the product [Cl:1][C:2]1[C:7]([F:8])=[C:6]([O:9][CH2:10][CH3:11])[CH:5]=[CH:4][C:3]=1[C:12]1[CH2:17][CH2:16][CH:15]([CH:18]([C@H:33]2[CH2:34][CH2:35][C@H:30]([CH2:40][CH2:42][CH3:43])[CH2:31][CH2:32]2)[CH3:19])[CH2:14][CH:13]=1, predict the reactants needed to synthesize it. The reactants are: [Cl:1][C:2]1[C:7]([F:8])=[C:6]([O:9][CH2:10][CH3:11])[CH:5]=[CH:4][C:3]=1[C:12]1(O)[CH2:17][CH2:16][CH:15]([CH2:18][CH2:19][C@H]2CC[C@H](CCC)CC2)[CH2:14][CH2:13]1.[C:30]1([CH3:40])[CH:35]=[CH:34][C:33](S(O)(=O)=O)=[CH:32][CH:31]=1.O.[C:42]1(C)C=CC=C[CH:43]=1. (3) Given the product [F:20][C:7]1[N:8]=[C:9]2[CH2:19][CH2:18][O:17][C:10]2=[C:11]2[C:16]=1[CH:15]=[CH:14][CH:13]=[CH:12]2, predict the reactants needed to synthesize it. The reactants are: O1C=CC=C1.Cl[C:7]1[N:8]=[C:9]2[CH:19]=[CH:18][O:17][C:10]2=[C:11]2[C:16]=1[CH:15]=[CH:14][CH:13]=[CH:12]2.[F-:20]. (4) Given the product [C:1]([C:3]1[CH:8]=[CH:7][C:6]([CH2:9][CH2:10][C:11]([OH:13])=[O:12])=[CH:5][C:4]=1[CH3:14])#[N:2], predict the reactants needed to synthesize it. The reactants are: [C:1]([C:3]1[CH:8]=[CH:7][C:6](/[CH:9]=[CH:10]/[C:11]([OH:13])=[O:12])=[CH:5][C:4]=1[CH3:14])#[N:2]. (5) Given the product [CH3:21][CH:22]1[CH2:23][C:24]([C:32]2[CH:37]=[C:36]([O:38][CH2:2][C:3]3[CH:12]=[CH:11][C:10]4[C:5](=[CH:6][CH:7]=[CH:8][CH:9]=4)[N:4]=3)[CH:35]=[CH:34][C:33]=2[OH:39])([C:26]2[CH:27]=[CH:28][CH:29]=[CH:30][CH:31]=2)[CH2:25]1, predict the reactants needed to synthesize it. The reactants are: Cl[CH2:2][C:3]1[CH:12]=[CH:11][C:10]2[C:5](=[CH:6][CH:7]=[CH:8][CH:9]=2)[N:4]=1.[I-].[K+].C(=O)([O-])[O-].[K+].[K+].[CH3:21][CH:22]1[CH2:25][C:24]([C:32]2[CH:37]=[C:36]([OH:38])[CH:35]=[CH:34][C:33]=2[OH:39])([C:26]2[CH:31]=[CH:30][CH:29]=[CH:28][CH:27]=2)[CH2:23]1.Cl. (6) Given the product [F:18][C:15]1[CH:16]=[CH:17][C:12]([N:9]2[CH:10]=[CH:11][C:7]([CH2:6][CH2:5][C:4]([OH:19])=[O:3])=[N:8]2)=[N:13][CH:14]=1, predict the reactants needed to synthesize it. The reactants are: C([O:3][C:4](=[O:19])/[CH:5]=[CH:6]/[C:7]1[CH:11]=[CH:10][N:9]([C:12]2[CH:17]=[CH:16][C:15]([F:18])=[CH:14][N:13]=2)[N:8]=1)C.O.[OH-].[Na+].Cl. (7) Given the product [CH:1]1([C:7]2[CH:31]=[CH:30][CH:29]=[C:28]3[C:8]=2[CH:9]=[C:10]2[C:16]4[CH:17]=[C:18]([C:21]([NH:37][S:34]([N:33]([CH3:38])[CH3:32])(=[O:36])=[O:35])=[O:22])[CH:19]=[CH:20][C:15]=4[N:14]4[CH2:24][C:25]([CH3:27])=[N:26][C:13]4=[CH:12][N:11]23)[CH2:2][CH2:3][CH2:4][CH2:5][CH2:6]1, predict the reactants needed to synthesize it. The reactants are: [CH:1]1([C:7]2[CH:31]=[CH:30][CH:29]=[C:28]3[C:8]=2[CH:9]=[C:10]2[C:16]4[CH:17]=[C:18]([C:21](O)=[O:22])[CH:19]=[CH:20][C:15]=4[N:14]4[CH2:24][C:25]([CH3:27])=[N:26][C:13]4=[CH:12][N:11]23)[CH2:6][CH2:5][CH2:4][CH2:3][CH2:2]1.[CH3:32][N:33]([CH3:38])[S:34]([NH2:37])(=[O:36])=[O:35].CCN=C=NCCCN(C)C.Cl. (8) Given the product [OH:16][CH:13]1[CH2:14][CH2:15][N:11]([C:2]2[S:3][C:4]([C:7]([O:9][CH3:10])=[O:8])=[CH:5][N:6]=2)[CH2:12]1, predict the reactants needed to synthesize it. The reactants are: Br[C:2]1[S:3][C:4]([C:7]([O:9][CH3:10])=[O:8])=[CH:5][N:6]=1.[NH:11]1[CH2:15][CH2:14][CH:13]([OH:16])[CH2:12]1.C1CCN2C(=NCCC2)CC1.